This data is from Catalyst prediction with 721,799 reactions and 888 catalyst types from USPTO. The task is: Predict which catalyst facilitates the given reaction. (1) Reactant: [CH2:1]([N:8]([CH2:20][C:21]1[CH:26]=[CH:25][CH:24]=[CH:23][CH:22]=1)[C@H:9]1[CH2:14][CH2:13][C@H:12]([C:15](OCC)=[O:16])[CH2:11][CH2:10]1)[C:2]1[CH:7]=[CH:6][CH:5]=[CH:4][CH:3]=1.[NH2:27][NH2:28].O. Product: [CH2:1]([N:8]([CH2:20][C:21]1[CH:26]=[CH:25][CH:24]=[CH:23][CH:22]=1)[C@H:9]1[CH2:14][CH2:13][C@H:12]([C:15]([NH:27][NH2:28])=[O:16])[CH2:11][CH2:10]1)[C:2]1[CH:7]=[CH:6][CH:5]=[CH:4][CH:3]=1. The catalyst class is: 8. (2) Reactant: CCN(C(C)C)C(C)C.[Cl:10][C:11]1[CH:19]=[C:18]([F:20])[CH:17]=[CH:16][C:12]=1[C:13]([OH:15])=O.CN(C(ON1N=NC2C=CC=CC1=2)=[N+](C)C)C.[B-](F)(F)(F)F.[CH:43]1([C@H:47]([NH:54][CH3:55])[CH2:48][N:49]2[CH2:52][CH:51]([OH:53])[CH2:50]2)[CH2:46][CH2:45][CH2:44]1. Product: [Cl:10][C:11]1[CH:19]=[C:18]([F:20])[CH:17]=[CH:16][C:12]=1[C:13]([N:54]([C@@H:47]([CH:43]1[CH2:46][CH2:45][CH2:44]1)[CH2:48][N:49]1[CH2:50][CH:51]([OH:53])[CH2:52]1)[CH3:55])=[O:15]. The catalyst class is: 2. (3) Reactant: C([O:3][C:4](=[O:35])[C:5]1[CH:10]=[CH:9][C:8]([NH:11][C:12]([C:14]2[CH:22]=[C:21]3[C:17]([CH:18]=[CH:19][N:20]3[S:23]([C:26]3[CH:31]=[C:30]([Cl:32])[CH:29]=[CH:28][C:27]=3[O:33][CH3:34])(=[O:25])=[O:24])=[CH:16][CH:15]=2)=[O:13])=[CH:7][CH:6]=1)C.[Li+].[OH-].Cl. Product: [Cl:32][C:30]1[CH:29]=[CH:28][C:27]([O:33][CH3:34])=[C:26]([S:23]([N:20]2[C:21]3[C:17](=[CH:16][CH:15]=[C:14]([C:12]([NH:11][C:8]4[CH:9]=[CH:10][C:5]([C:4]([OH:35])=[O:3])=[CH:6][CH:7]=4)=[O:13])[CH:22]=3)[CH:18]=[CH:19]2)(=[O:25])=[O:24])[CH:31]=1. The catalyst class is: 193. (4) Reactant: [OH:1][CH2:2][CH:3]([CH2:5][OH:6])[OH:4].O.[CH3:8]O.[CH2:10](O)[CH3:11]. Product: [CH3:8][C:10]1([CH3:11])[O:4][CH:3]([CH2:5][OH:6])[CH2:2][O:1]1. The catalyst class is: 21. (5) Reactant: [CH3:1][O:2][CH2:3][C:4]1[C:8]([N+:9]([O-])=O)=[CH:7][N:6]([CH3:12])[N:5]=1.CCOC(C)=O. Product: [CH3:1][O:2][CH2:3][C:4]1[C:8]([NH2:9])=[CH:7][N:6]([CH3:12])[N:5]=1. The catalyst class is: 19. (6) Reactant: C([O:3][C:4](=[O:51])[CH2:5][CH:6]1[CH2:11][CH2:10][N:9]([C:12]2[N:13]=[C:14]3[CH:38]=[C:37]([C:39]([NH:41][C:42]4[S:43][CH:44]=[C:45]([C:47]([CH3:50])([CH3:49])[CH3:48])[N:46]=4)=[O:40])[CH:36]=[CH:35][N:15]3[C:16](=[O:34])[C:17]=2/[CH:18]=[CH:19]/[C:20]2[N:24]([CH2:25][C:26]3[CH:31]=[CH:30][C:29]([O:32][CH3:33])=[CH:28][CH:27]=3)[N:23]=[N:22][N:21]=2)[CH2:8][CH2:7]1)C.[OH-].[Na+].Cl. Product: [C:47]([C:45]1[N:46]=[C:42]([NH:41][C:39]([C:37]2[CH:36]=[CH:35][N:15]3[C:16](=[O:34])[C:17](/[CH:18]=[CH:19]/[C:20]4[N:24]([CH2:25][C:26]5[CH:31]=[CH:30][C:29]([O:32][CH3:33])=[CH:28][CH:27]=5)[N:23]=[N:22][N:21]=4)=[C:12]([N:9]4[CH2:10][CH2:11][CH:6]([CH2:5][C:4]([OH:51])=[O:3])[CH2:7][CH2:8]4)[N:13]=[C:14]3[CH:38]=2)=[O:40])[S:43][CH:44]=1)([CH3:50])([CH3:48])[CH3:49]. The catalyst class is: 334. (7) Reactant: [F:1][C:2]([F:20])([F:19])[O:3][C:4]1[CH:18]=[CH:17][C:7]([CH2:8][C:9]2[CH:14]=[CH:13][C:12]([CH2:15]O)=[CH:11][CH:10]=2)=[CH:6][CH:5]=1.P(Br)(Br)[Br:22].CCOC(C)=O. Product: [Br:22][CH2:15][C:12]1[CH:13]=[CH:14][C:9]([CH2:8][C:7]2[CH:17]=[CH:18][C:4]([O:3][C:2]([F:20])([F:19])[F:1])=[CH:5][CH:6]=2)=[CH:10][CH:11]=1. The catalyst class is: 2.